This data is from Catalyst prediction with 721,799 reactions and 888 catalyst types from USPTO. The task is: Predict which catalyst facilitates the given reaction. (1) Reactant: Br[C:2]1[CH:7]=[CH:6][C:5]([N:8]2[CH2:13][CH2:12][N:11]([CH2:14][C:15]([O:17][CH3:18])=[O:16])[CH2:10][CH2:9]2)=[CH:4][CH:3]=1.[B:19]1([B:19]2[O:23][C:22]([CH3:25])([CH3:24])[C:21]([CH3:27])([CH3:26])[O:20]2)[O:23][C:22]([CH3:25])([CH3:24])[C:21]([CH3:27])([CH3:26])[O:20]1.C([O-])(=O)C.[K+].ClCCl. Product: [CH3:26][C:21]1([CH3:27])[C:22]([CH3:25])([CH3:24])[O:23][B:19]([C:2]2[CH:7]=[CH:6][C:5]([N:8]3[CH2:13][CH2:12][N:11]([CH2:14][C:15]([O:17][CH3:18])=[O:16])[CH2:10][CH2:9]3)=[CH:4][CH:3]=2)[O:20]1. The catalyst class is: 12. (2) Reactant: C[O:2][C:3]([C:5]1[C:6]([CH:23]2[CH2:25][CH2:24]2)=[N:7][C:8]2[C:13]([C:14]=1[C:15]1[CH:20]=[CH:19][CH:18]=[CH:17][CH:16]=1)=[CH:12][C:11]([Cl:21])=[CH:10][C:9]=2[CH3:22])=[O:4].[OH-].[K+]. Product: [Cl:21][C:11]1[CH:12]=[C:13]2[C:8](=[C:9]([CH3:22])[CH:10]=1)[N:7]=[C:6]([CH:23]1[CH2:25][CH2:24]1)[C:5]([C:3]([OH:4])=[O:2])=[C:14]2[C:15]1[CH:20]=[CH:19][CH:18]=[CH:17][CH:16]=1. The catalyst class is: 40. (3) Reactant: I[C:2]1[CH:14]=[CH:13][C:12]2[C:11]3[C:6](=[CH:7][CH:8]=[CH:9][CH:10]=3)[C:5]3([C:26]4[CH:25]=[C:24](I)[CH:23]=[CH:22][C:21]=4[C:20]4[C:15]3=[CH:16][CH:17]=[CH:18][CH:19]=4)[C:4]=2[CH:3]=1.[C:28]1([N:34]([C:44]2[CH:49]=[CH:48][CH:47]=[CH:46][CH:45]=2)[C:35]2[CH:40]=[CH:39][C:38](B(O)O)=[CH:37][CH:36]=2)[CH:33]=[CH:32][CH:31]=[CH:30][CH:29]=1.C([O-])([O-])=O.[K+].[K+].C(P([C:65]([CH3:68])([CH3:67])C)C(C)(C)C)(C)(C)C. Product: [CH:31]1[CH:32]=[CH:33][C:28]([N:34]([C:35]2[CH:40]=[CH:39][C:38]([C:2]3[CH:14]=[CH:13][C:12]4[C:11]5[C:6]([C:5]6([C:26]7[CH:25]=[C:24]([C:38]8[CH:39]=[CH:40][C:35]([N:34]([C:67]9[CH:65]=[CH:68][CH:49]=[CH:44][CH:45]=9)[C:28]9[CH:33]=[CH:32][CH:31]=[CH:30][CH:29]=9)=[CH:36][CH:37]=8)[CH:23]=[CH:22][C:21]=7[C:20]7[C:15]6=[CH:16][CH:17]=[CH:18][CH:19]=7)[C:4]=4[CH:3]=3)=[CH:7][CH:8]=[CH:9][CH:10]=5)=[CH:37][CH:36]=2)[C:44]2[CH:49]=[CH:48][CH:47]=[CH:46][CH:45]=2)=[CH:29][CH:30]=1. The catalyst class is: 206.